Dataset: Forward reaction prediction with 1.9M reactions from USPTO patents (1976-2016). Task: Predict the product of the given reaction. (1) Given the reactants [Cl:1][C:2]1[CH:42]=[CH:41][CH:40]=[CH:39][C:3]=1[CH2:4][C:5]1[CH:6]=[C:7]([NH:16][C:17]2[CH:36]=[CH:35][C:20]([CH2:21][N:22]3[CH2:27][CH2:26][N:25](C(OC(C)(C)C)=O)[CH2:24][CH2:23]3)=[CH:19][C:18]=2[O:37][CH3:38])[C:8]2[C:13](=[O:14])[NH:12][N:11]=[CH:10][C:9]=2[N:15]=1.FC(F)(F)C(O)=O, predict the reaction product. The product is: [Cl:1][C:2]1[CH:42]=[CH:41][CH:40]=[CH:39][C:3]=1[CH2:4][C:5]1[CH:6]=[C:7]([NH:16][C:17]2[CH:36]=[CH:35][C:20]([CH2:21][N:22]3[CH2:23][CH2:24][NH:25][CH2:26][CH2:27]3)=[CH:19][C:18]=2[O:37][CH3:38])[C:8]2[C:13](=[O:14])[NH:12][N:11]=[CH:10][C:9]=2[N:15]=1. (2) Given the reactants [O:1]=[C:2]1[N:6]([CH:7]2[CH2:12][CH2:11][NH:10][CH2:9][CH2:8]2)[C:5]2[CH:13]=[CH:14][CH:15]=[CH:16][C:4]=2[NH:3]1.[CH2:17]([N:24]([CH2:29][C:30]1[CH:35]=[CH:34][CH:33]=[CH:32][CH:31]=1)[CH2:25][CH2:26][CH2:27]Br)[C:18]1[CH:23]=[CH:22][CH:21]=[CH:20][CH:19]=1, predict the reaction product. The product is: [CH2:29]([N:24]([CH2:17][C:18]1[CH:19]=[CH:20][CH:21]=[CH:22][CH:23]=1)[CH2:25][CH2:26][CH2:27][N:10]1[CH2:9][CH2:8][CH:7]([N:6]2[C:5]3[CH:13]=[CH:14][CH:15]=[CH:16][C:4]=3[NH:3][C:2]2=[O:1])[CH2:12][CH2:11]1)[C:30]1[CH:35]=[CH:34][CH:33]=[CH:32][CH:31]=1. (3) Given the reactants [CH3:1][N:2]1[C:6]2[C:7]3[CH:8]=[CH:9][CH:10]=[CH:11][C:12]=3[O:13][CH2:14][C:5]=2[C:4]([C:15]([OH:17])=O)=[N:3]1.C(Cl)(=O)C(Cl)=O.N1C=CC=CC=1.[CH2:30]1[CH2:40][O:39][C:38]2[CH:37]=[CH:36][C:34]([NH2:35])=[CH:33][C:32]=2[O:31]1, predict the reaction product. The product is: [O:39]1[CH2:40][CH2:30][O:31][C:32]2[CH:33]=[C:34]([NH:35][C:15]([C:4]3[C:5]4[CH2:14][O:13][C:12]5[CH:11]=[CH:10][CH:9]=[CH:8][C:7]=5[C:6]=4[N:2]([CH3:1])[N:3]=3)=[O:17])[CH:36]=[CH:37][C:38]1=2. (4) Given the reactants [CH2:1]([O:3][C:4]([C:6]1([C:9]2[CH:14]=[CH:13][C:12]([C:15]3[CH:20]=[CH:19][C:18]([C:21]4[O:25][N:24]=[C:23]([CH3:26])[C:22]=4[CH2:27][CH:28]4[CH2:30][O:29]4)=[CH:17][CH:16]=3)=[CH:11][CH:10]=2)[CH2:8][CH2:7]1)=[O:5])[CH3:2].[CH2:31]([NH2:38])[C:32]1[CH:37]=[CH:36][CH:35]=[CH:34][CH:33]=1, predict the reaction product. The product is: [CH2:1]([O:3][C:4]([C:6]1([C:9]2[CH:14]=[CH:13][C:12]([C:15]3[CH:16]=[CH:17][C:18]([C:21]4[O:25][N:24]=[C:23]([CH3:26])[C:22]=4[CH2:27][CH:28]([OH:29])[CH2:30][NH:38][CH2:31][C:32]4[CH:37]=[CH:36][CH:35]=[CH:34][CH:33]=4)=[CH:19][CH:20]=3)=[CH:11][CH:10]=2)[CH2:8][CH2:7]1)=[O:5])[CH3:2]. (5) Given the reactants [C:1]([C:5]1[CH:9]=[C:8]([NH2:10])[N:7]([C:11]2[CH:16]=[CH:15][C:14]([CH2:17][OH:18])=[C:13](Cl)[CH:12]=2)[N:6]=1)([CH3:4])([CH3:3])[CH3:2].N1C=CN=C1.Cl[Si:26]([CH:33]([CH3:35])[CH3:34])([CH:30]([CH3:32])[CH3:31])[CH:27]([CH3:29])[CH3:28].C1C[O:39][CH2:38]C1, predict the reaction product. The product is: [C:1]([C:5]1[CH:9]=[C:8]([NH2:10])[N:7]([C:11]2[CH:16]=[CH:15][C:14]([CH2:17][O:18][Si:26]([CH:33]([CH3:35])[CH3:34])([CH:30]([CH3:32])[CH3:31])[CH:27]([CH3:29])[CH3:28])=[C:13]([O:39][CH3:38])[CH:12]=2)[N:6]=1)([CH3:4])([CH3:3])[CH3:2]. (6) Given the reactants [C:1]([O:5][C:6]([N:8]1[CH2:13][CH2:12][N:11]2[C:14](S(C)(=O)=O)=[N:15][C:16]([C:17]([F:20])([F:19])[F:18])=[C:10]2[CH:9]1[CH2:25][CH2:26][C:27]1[CH:32]=[CH:31][C:30]([C:33]([F:36])([F:35])[F:34])=[CH:29][CH:28]=1)=[O:7])([CH3:4])([CH3:3])[CH3:2].C(Cl)Cl.[CH3:40][OH:41], predict the reaction product. The product is: [C:1]([O:5][C:6]([N:8]1[CH2:13][CH2:12][N:11]2[C:14]([O:41][CH3:40])=[N:15][C:16]([C:17]([F:20])([F:19])[F:18])=[C:10]2[CH:9]1[CH2:25][CH2:26][C:27]1[CH:32]=[CH:31][C:30]([C:33]([F:36])([F:35])[F:34])=[CH:29][CH:28]=1)=[O:7])([CH3:4])([CH3:3])[CH3:2]. (7) Given the reactants [C:1]([O:5][C:6]([N:8]([C@@H:19]1[CH2:28][C:27]2[CH:26]=[C:25]([O:29][C:30]3[CH:31]=[CH:32][C:33]([O:40][Si](C(C)(C)C)(C)C)=[C:34]([CH:39]=3)[C:35]([O:37][CH3:38])=[O:36])[CH:24]=[CH:23][C:22]=2[CH2:21][CH2:20]1)[CH2:9][C@@H:10]([C:12]1[CH:17]=[CH:16][CH:15]=[C:14]([Cl:18])[CH:13]=1)[OH:11])=[O:7])([CH3:4])([CH3:3])[CH3:2].[F-].C([N+](CCCC)(CCCC)CCCC)CCC, predict the reaction product. The product is: [C:1]([O:5][C:6]([N:8]([C@@H:19]1[CH2:28][C:27]2[CH:26]=[C:25]([O:29][C:30]3[CH:31]=[CH:32][C:33]([OH:40])=[C:34]([CH:39]=3)[C:35]([O:37][CH3:38])=[O:36])[CH:24]=[CH:23][C:22]=2[CH2:21][CH2:20]1)[CH2:9][C@@H:10]([C:12]1[CH:17]=[CH:16][CH:15]=[C:14]([Cl:18])[CH:13]=1)[OH:11])=[O:7])([CH3:4])([CH3:2])[CH3:3].